This data is from Peptide-MHC class I binding affinity with 185,985 pairs from IEDB/IMGT. The task is: Regression. Given a peptide amino acid sequence and an MHC pseudo amino acid sequence, predict their binding affinity value. This is MHC class I binding data. (1) The peptide sequence is TRLNAWVKVV. The MHC is HLA-A02:03 with pseudo-sequence HLA-A02:03. The binding affinity (normalized) is 0.152. (2) The peptide sequence is VEIKTGFKL. The MHC is HLA-A02:11 with pseudo-sequence HLA-A02:11. The binding affinity (normalized) is 0.0847. (3) The MHC is HLA-B07:02 with pseudo-sequence HLA-B07:02. The binding affinity (normalized) is 0.0847. The peptide sequence is RRFDTFKAF. (4) The peptide sequence is PMIIGEPIIV. The MHC is HLA-A02:03 with pseudo-sequence HLA-A02:03. The binding affinity (normalized) is 0.160. (5) The peptide sequence is LSKSEFNTY. The MHC is HLA-A30:02 with pseudo-sequence HLA-A30:02. The binding affinity (normalized) is 0.777. (6) The peptide sequence is MSDIFASEV. The MHC is HLA-B08:01 with pseudo-sequence HLA-B08:01. The binding affinity (normalized) is 0.0847. (7) The peptide sequence is LEELKEEAL. The MHC is Mamu-A11 with pseudo-sequence Mamu-A11. The binding affinity (normalized) is 0.243. (8) The peptide sequence is GLIEEMASA. The MHC is HLA-A11:01 with pseudo-sequence HLA-A11:01. The binding affinity (normalized) is 0.0847. (9) The peptide sequence is AAPPVAPA. The MHC is HLA-A68:02 with pseudo-sequence HLA-A68:02. The binding affinity (normalized) is 0.218. (10) The peptide sequence is IAARILSEK. The MHC is HLA-A31:01 with pseudo-sequence HLA-A31:01. The binding affinity (normalized) is 0.221.